This data is from Full USPTO retrosynthesis dataset with 1.9M reactions from patents (1976-2016). The task is: Predict the reactants needed to synthesize the given product. (1) Given the product [CH2:55]([O:54][C:52](=[O:53])[CH2:51][C:13]1[N:14]=[C:10]([NH:9][C:7]([N:26]([CH:20]2[CH2:21][CH2:22][CH2:23][CH2:24][CH2:25]2)[CH:27]2[CH2:28][CH2:29][CH2:30][CH2:31][CH2:32]2)=[O:8])[S:11][CH:12]=1)[CH3:56], predict the reactants needed to synthesize it. The reactants are: C1(N(C2CCCC2)[C:7]([NH:9][C:10]2[S:11][CH:12]=[CH:13][N:14]=2)=[O:8])CCCC1.[CH:20]1([NH:26][CH:27]2[CH2:32][CH2:31][CH2:30][CH2:29][CH2:28]2)[CH2:25][CH2:24][CH2:23][CH2:22][CH2:21]1.C(N1C=CN=C1)(N1C=CN=C1)=O.NC1SC=C([CH2:51][C:52]([O:54][CH2:55][CH3:56])=[O:53])N=1. (2) Given the product [Cl:20][C:15]1[C:14]2[C:9](=[CH:10][CH:11]=[CH:12][CH:13]=2)[N:8]=[C:7]([C:1]2[CH:6]=[CH:5][CH:4]=[CH:3][CH:2]=2)[N:16]=1, predict the reactants needed to synthesize it. The reactants are: [C:1]1([C:7]2[NH:16][C:15](=O)[C:14]3[C:9](=[CH:10][CH:11]=[CH:12][CH:13]=3)[N:8]=2)[CH:6]=[CH:5][CH:4]=[CH:3][CH:2]=1.P(Cl)(Cl)([Cl:20])=O.